Task: Predict the product of the given reaction.. Dataset: Forward reaction prediction with 1.9M reactions from USPTO patents (1976-2016) (1) Given the reactants [CH2:1]([O:8][C:9]1[CH:10]=[C:11]([C:15](=O)[CH2:16][O:17][CH3:18])[CH:12]=[CH:13][CH:14]=1)[C:2]1[CH:7]=[CH:6][CH:5]=[CH:4][CH:3]=1.C1(P(=[CH:39][C:40]([O:42][CH3:43])=[O:41])(C2C=CC=CC=2)C2C=CC=CC=2)C=CC=CC=1, predict the reaction product. The product is: [CH2:1]([O:8][C:9]1[CH:10]=[C:11]([C:15]([CH2:16][O:17][CH3:18])=[CH:39][C:40]([O:42][CH3:43])=[O:41])[CH:12]=[CH:13][CH:14]=1)[C:2]1[CH:7]=[CH:6][CH:5]=[CH:4][CH:3]=1. (2) Given the reactants [C:1]([O:5][C:6](=[O:16])[NH:7][CH2:8][C:9]1[CH:14]=[CH:13][C:12](Br)=[CH:11][CH:10]=1)([CH3:4])([CH3:3])[CH3:2].[OH:17][C:18]1[CH:19]=[C:20](B(O)O)[CH:21]=[CH:22][CH:23]=1.C(=O)([O-])[O-].[Na+].[Na+].C1(P(C2CCCCC2)C2CCCCC2)CCCCC1, predict the reaction product. The product is: [C:1]([O:5][C:6](=[O:16])[NH:7][CH2:8][C:9]1[CH:14]=[CH:13][C:12]([C:22]2[CH:21]=[CH:20][CH:19]=[C:18]([OH:17])[CH:23]=2)=[CH:11][CH:10]=1)([CH3:4])([CH3:3])[CH3:2]. (3) Given the reactants [F:1][C:2]1[CH:3]=[C:4]([CH:14]([NH:16][C:17]([C:19]2[N:20]=[C:21](Cl)[O:22][CH:23]=2)=[O:18])[CH3:15])[CH:5]=[C:6]([F:13])[C:7]=1[NH:8][S:9]([CH3:12])(=[O:11])=[O:10].[F:25][C:26]([F:37])([F:36])[CH:27]([C:29]1[CH:30]=[C:31]([OH:35])[CH:32]=[CH:33][CH:34]=1)[CH3:28], predict the reaction product. The product is: [F:1][C:2]1[CH:3]=[C:4]([CH:14]([NH:16][C:17]([C:19]2[N:20]=[C:21]([O:35][C:31]3[CH:32]=[CH:33][CH:34]=[C:29]([CH:27]([CH3:28])[C:26]([F:25])([F:36])[F:37])[CH:30]=3)[O:22][CH:23]=2)=[O:18])[CH3:15])[CH:5]=[C:6]([F:13])[C:7]=1[NH:8][S:9]([CH3:12])(=[O:11])=[O:10]. (4) The product is: [C:29]([N:32]1[C:41]2[C:36](=[CH:37][C:38]([N:42]3[CH2:47][CH2:46][N:45]([C:48]([O:50][C:51]([CH3:54])([CH3:52])[CH3:53])=[O:49])[C@@H:44]([CH3:55])[CH2:43]3)=[CH:39][CH:40]=2)[C@H:35]([NH:56][C:62]2[CH:67]=[CH:66][CH:65]=[C:64]([O:68][CH3:69])[N:63]=2)[C@@H:34]([CH3:57])[C@@H:33]1[CH:58]1[CH2:59][CH2:60]1)(=[O:31])[CH3:30]. Given the reactants CN(C1C(C2C(P(C3CCCCC3)C3CCCCC3)=CC=CC=2)=CC=CC=1)C.[C:29]([N:32]1[C:41]2[C:36](=[CH:37][C:38]([N:42]3[CH2:47][CH2:46][N:45]([C:48]([O:50][C:51]([CH3:54])([CH3:53])[CH3:52])=[O:49])[C@@H:44]([CH3:55])[CH2:43]3)=[CH:39][CH:40]=2)[C@H:35]([NH2:56])[C@@H:34]([CH3:57])[C@@H:33]1[CH:58]1[CH2:60][CH2:59]1)(=[O:31])[CH3:30].Br[C:62]1[CH:67]=[CH:66][CH:65]=[C:64]([O:68][CH3:69])[N:63]=1.CC(C)([O-])C.[Na+], predict the reaction product. (5) Given the reactants Cl[C:2]1[C:11]2[C:6](=[CH:7][C:8]([O:14][CH2:15][CH2:16][CH2:17][N:18]3[CH2:23][CH2:22][N:21]([CH2:24][CH2:25][F:26])[CH2:20][CH2:19]3)=[C:9]([O:12][CH3:13])[CH:10]=2)[N:5]=[CH:4][N:3]=1.C(=O)([O-])[O-].[K+].[K+].[OH:33][C:34]1[CH:35]=[C:36]2[C:40](=[CH:41][CH:42]=1)[NH:39][C:38]([CH3:43])=[CH:37]2, predict the reaction product. The product is: [F:26][CH2:25][CH2:24][N:21]1[CH2:22][CH2:23][N:18]([CH2:17][CH2:16][CH2:15][O:14][C:8]2[CH:7]=[C:6]3[C:11]([C:2]([O:33][C:34]4[CH:35]=[C:36]5[C:40](=[CH:41][CH:42]=4)[NH:39][C:38]([CH3:43])=[CH:37]5)=[N:3][CH:4]=[N:5]3)=[CH:10][C:9]=2[O:12][CH3:13])[CH2:19][CH2:20]1. (6) Given the reactants Br[C:2]1[CH:3]=[C:4]([C:8]2[C:17]3[C:12](=[C:13]([C:18]([F:21])([F:20])[F:19])[CH:14]=[CH:15][CH:16]=3)[N:11]=[C:10]([CH3:22])[N:9]=2)[CH:5]=[CH:6][CH:7]=1.[CH3:23][S:24]([C:27]1[CH:28]=[C:29](B(O)O)[CH:30]=[CH:31][CH:32]=1)(=[O:26])=[O:25].C([O-])([O-])=O.[Na+].[Na+], predict the reaction product. The product is: [CH3:23][S:24]([C:27]1[CH:32]=[C:31]([C:2]2[CH:7]=[CH:6][CH:5]=[C:4]([C:8]3[C:17]4[C:12](=[C:13]([C:18]([F:20])([F:21])[F:19])[CH:14]=[CH:15][CH:16]=4)[N:11]=[C:10]([CH3:22])[N:9]=3)[CH:3]=2)[CH:30]=[CH:29][CH:28]=1)(=[O:26])=[O:25]. (7) Given the reactants [CH3:1][O:2][CH2:3][N:4]1[C:9]2[CH:10]=[C:11]([C:14](O)=[O:15])[CH:12]=[CH:13][C:8]=2[S:7][C:6]2[N:17]=[CH:18][CH:19]=[N:20][C:5]1=2.Cl.C([N:24]=C=NCCCN(C)C)C.ON1C2C=CC=CC=2N=N1.N.C(=O)(O)[O-].[Na+], predict the reaction product. The product is: [CH3:1][O:2][CH2:3][N:4]1[C:9]2[CH:10]=[C:11]([C:14]([NH2:24])=[O:15])[CH:12]=[CH:13][C:8]=2[S:7][C:6]2[N:17]=[CH:18][CH:19]=[N:20][C:5]1=2. (8) Given the reactants [O:1]1[CH2:6][CH2:5][N:4]([C:7]2[CH:8]=[C:9]([CH:13]=[C:14]([N+:16]([O-])=O)[CH:15]=2)[C:10]([OH:12])=[O:11])[CH2:3][CH2:2]1, predict the reaction product. The product is: [CH3:3][CH2:2][O:1][CH2:6][CH3:5].[CH3:15][CH2:7][CH2:8][CH:9]([CH3:13])[CH3:10].[NH2:16][C:14]1[CH:13]=[C:9]([CH:8]=[C:7]([N:4]2[CH2:5][CH2:6][O:1][CH2:2][CH2:3]2)[CH:15]=1)[C:10]([OH:12])=[O:11]. (9) The product is: [Br:1][C:2]1[C:3]([NH:10][CH2:11][C:12]2([NH:17][C:18](=[O:24])[O:19][C:20]([CH3:22])([CH3:21])[CH3:23])[CH2:16][CH2:15][CH2:14][CH2:13]2)=[N:4][C:5]([Cl:8])=[N:6][CH:7]=1. Given the reactants [Br:1][C:2]1[C:3](Cl)=[N:4][C:5]([Cl:8])=[N:6][CH:7]=1.[NH2:10][CH2:11][C:12]1([NH:17][C:18](=[O:24])[O:19][C:20]([CH3:23])([CH3:22])[CH3:21])[CH2:16][CH2:15][CH2:14][CH2:13]1.BrC1C(NCCNC(=O)OC(C)(C)C)=NC(Cl)=NC=1, predict the reaction product.